Dataset: Forward reaction prediction with 1.9M reactions from USPTO patents (1976-2016). Task: Predict the product of the given reaction. (1) Given the reactants [C:1]([C:5]1[CH:6]=[C:7]2[C:12](=[C:13]([F:15])[CH:14]=1)[C:11](=[O:16])[N:10]([C:17]1[CH:27]=[CH:26][CH:25]=[C:24]([C:28]3[CH:33]=[C:32]([Si](C)(C)C)[C:31](=[O:38])[N:30]([CH3:39])[N:29]=3)[C:18]=1[CH2:19][O:20][C:21](=[O:23])[CH3:22])[N:9]=[CH:8]2)([CH3:4])([CH3:3])[CH3:2].[Br-:40].[K+].[C:42]([O-:45])(=[O:44])[CH3:43].[K+].BrBr, predict the reaction product. The product is: [Br:40][C:32]1[C:31](=[O:38])[N:30]([CH3:39])[N:29]=[C:28]([C:24]2[CH:25]=[CH:26][CH:27]=[C:17]([N:10]3[N:9]=[CH:8][C:7]4[C:12](=[C:13]([F:15])[CH:14]=[C:5]([C:1]([CH3:3])([CH3:2])[CH3:4])[CH:6]=4)[C:11]3=[O:16])[C:18]=2[CH2:19][O:20][C:21](=[O:23])[CH3:22])[CH:33]=1.[C:42]([OH:45])(=[O:44])[CH3:43]. (2) Given the reactants [H-].[Li+].C([Al+]CC(C)C)C(C)C.[H-].C([O:16][C:17](=O)[C:18]1[CH:23]=[CH:22][CH:21]=[C:20]([Cl:24])[C:19]=1[O:25][CH:26]([CH3:28])[CH3:27])(C)C, predict the reaction product. The product is: [Cl:24][C:20]1[C:19]([O:25][CH:26]([CH3:28])[CH3:27])=[C:18]([CH2:17][OH:16])[CH:23]=[CH:22][CH:21]=1. (3) Given the reactants [NH2:1][C:2]1[CH:3]=[C:4]([Cl:31])[CH:5]=[C:6]2[C:10]=1[NH:9][C:8]([C:11]([NH2:13])=[O:12])=[C:7]2[S:14]([N:17]1[CH2:22][CH2:21][O:20][C@H:19]([CH2:23][O:24][C:25]2[CH:30]=[CH:29][CH:28]=[CH:27][CH:26]=2)[CH2:18]1)(=[O:16])=[O:15].C(=O)([O-])[O-].[K+].[K+].[I-].[K+].Br[CH2:41][CH2:42][C:43]#[N:44], predict the reaction product. The product is: [Cl:31][C:4]1[CH:5]=[C:6]2[C:10](=[C:2]([NH:1][CH2:41][CH2:42][C:43]#[N:44])[CH:3]=1)[NH:9][C:8]([C:11]([NH2:13])=[O:12])=[C:7]2[S:14]([N:17]1[CH2:22][CH2:21][O:20][C@H:19]([CH2:23][O:24][C:25]2[CH:26]=[CH:27][CH:28]=[CH:29][CH:30]=2)[CH2:18]1)(=[O:16])=[O:15]. (4) Given the reactants I[C:2]1[C:10]2[C:5](=[CH:6][C:7]([CH:11]=[O:12])=[CH:8][CH:9]=2)[N:4]([CH2:13][O:14][CH2:15][CH2:16][Si:17]([CH3:20])([CH3:19])[CH3:18])[N:3]=1.[CH:21]1(B(O)O)[CH2:23][CH2:22]1.[O-]P([O-])([O-])=O.[K+].[K+].[K+], predict the reaction product. The product is: [CH:21]1([C:2]2[C:10]3[C:5](=[CH:6][C:7]([CH:11]=[O:12])=[CH:8][CH:9]=3)[N:4]([CH2:13][O:14][CH2:15][CH2:16][Si:17]([CH3:20])([CH3:19])[CH3:18])[N:3]=2)[CH2:23][CH2:22]1. (5) Given the reactants [C:1]([O:5][C:6]([NH:8][C@H:9]([C:28](=[O:35])[N:29]1[CH2:34][CH2:33][CH2:32][CH2:31][CH2:30]1)[CH2:10][C:11]1[CH:12]=[C:13]([C:17]#[C:18][CH2:19][CH2:20][C:21]([O:23][C:24]([CH3:27])([CH3:26])[CH3:25])=[O:22])[CH:14]=[CH:15][CH:16]=1)=[O:7])([CH3:4])([CH3:3])[CH3:2], predict the reaction product. The product is: [C:1]([O:5][C:6]([NH:8][C@H:9]([C:28](=[O:35])[N:29]1[CH2:30][CH2:31][CH2:32][CH2:33][CH2:34]1)[CH2:10][C:11]1[CH:12]=[C:13]([CH2:17][CH2:18][CH2:19][CH2:20][C:21]([O:23][C:24]([CH3:27])([CH3:25])[CH3:26])=[O:22])[CH:14]=[CH:15][CH:16]=1)=[O:7])([CH3:2])([CH3:3])[CH3:4].